Regression. Given two drug SMILES strings and cell line genomic features, predict the synergy score measuring deviation from expected non-interaction effect. From a dataset of NCI-60 drug combinations with 297,098 pairs across 59 cell lines. (1) Synergy scores: CSS=56.4, Synergy_ZIP=-3.06, Synergy_Bliss=-1.11, Synergy_Loewe=-20.6, Synergy_HSA=-0.461. Drug 1: C1CCC(CC1)NC(=O)N(CCCl)N=O. Cell line: K-562. Drug 2: CC=C1C(=O)NC(C(=O)OC2CC(=O)NC(C(=O)NC(CSSCCC=C2)C(=O)N1)C(C)C)C(C)C. (2) Drug 1: CC1=C2C(C(=O)C3(C(CC4C(C3C(C(C2(C)C)(CC1OC(=O)C(C(C5=CC=CC=C5)NC(=O)OC(C)(C)C)O)O)OC(=O)C6=CC=CC=C6)(CO4)OC(=O)C)O)C)O. Drug 2: CNC(=O)C1=NC=CC(=C1)OC2=CC=C(C=C2)NC(=O)NC3=CC(=C(C=C3)Cl)C(F)(F)F. Cell line: HS 578T. Synergy scores: CSS=42.1, Synergy_ZIP=16.0, Synergy_Bliss=19.0, Synergy_Loewe=20.3, Synergy_HSA=17.7.